Dataset: Forward reaction prediction with 1.9M reactions from USPTO patents (1976-2016). Task: Predict the product of the given reaction. (1) Given the reactants [CH:1]1([N:4]([CH3:19])[CH:5]2[CH2:14][CH2:13][C:12]([CH3:16])([CH3:15])[C:11]3[CH:10]=[C:9]([C:17]#[CH:18])[CH:8]=[CH:7][C:6]2=3)[CH2:3][CH2:2]1.[CH3:20][O:21][C:22](=[O:51])[C:23]([C:26]1[CH:31]=[CH:30][C:29](C#CC2C=C(C3CC3)C3OC4(CC4)CC(C)(C)C=3C=2)=[CH:28][CH:27]=1)([CH3:25])[CH3:24].C(N(CC)CC)C.C(OCC)(=O)C, predict the reaction product. The product is: [CH3:20][O:21][C:22](=[O:51])[C:23]([C:26]1[CH:27]=[CH:28][C:29]([C:18]#[C:17][C:9]2[CH:8]=[CH:7][C:6]3[CH:5]([N:4]([CH:1]4[CH2:3][CH2:2]4)[CH3:19])[CH2:14][CH2:13][C:12]([CH3:15])([CH3:16])[C:11]=3[CH:10]=2)=[CH:30][CH:31]=1)([CH3:25])[CH3:24]. (2) Given the reactants [B]1OC2C(=CC=CC=2)O1.[F:10][C:11]([F:28])([F:27])[C:12]([C:14]1[C:15]([N:21]2[CH:25]=[CH:24][C:23]([CH3:26])=[N:22]2)=[N:16][C:17]([CH3:20])=[CH:18][CH:19]=1)=[O:13].[OH-].[Na+].OO, predict the reaction product. The product is: [F:28][C:11]([F:10])([F:27])[C@@H:12]([C:14]1[C:15]([N:21]2[CH:25]=[CH:24][C:23]([CH3:26])=[N:22]2)=[N:16][C:17]([CH3:20])=[CH:18][CH:19]=1)[OH:13]. (3) Given the reactants Br[CH2:2][C:3]1[CH:8]=[CH:7][CH:6]=[C:5]([O:9][CH3:10])[CH:4]=1.[NH2:11][C:12]1[S:13][CH:14]=[CH:15][N:16]=1.N1C2C(=CC=CC=2)C=C1.[NH:26]1[C:34]2[C:29](=[CH:30][CH:31]=[CH:32][CH:33]=2)[C:28]([C:35](OC)=[O:36])=[CH:27]1, predict the reaction product. The product is: [S:13]1[CH:14]=[CH:15][N:16]=[C:12]1[NH:11][C:35]([C:28]1[C:29]2[C:34](=[CH:33][CH:32]=[CH:31][CH:30]=2)[N:26]([CH2:2][C:3]2[CH:8]=[CH:7][CH:6]=[C:5]([O:9][CH3:10])[CH:4]=2)[CH:27]=1)=[O:36]. (4) Given the reactants [NH2:1][C:2]1[CH:3]=[CH:4][C:5]([O:18][CH3:19])=[C:6]([NH:8][C:9](=[O:17])[CH2:10][N:11]2[CH2:16][CH2:15][O:14][CH2:13][CH2:12]2)[CH:7]=1.[C:20]([C:22]1[CH:23]=[C:24]([C:28]2[CH:33]=[CH:32][C:31]([C:34](O)=[O:35])=[CH:30][CH:29]=2)[CH:25]=[CH:26][CH:27]=1)#[N:21].C(N(C(C)C)CC)(C)C, predict the reaction product. The product is: [C:20]([C:22]1[CH:23]=[C:24]([C:28]2[CH:33]=[CH:32][C:31]([C:34]([NH:1][C:2]3[CH:3]=[CH:4][C:5]([O:18][CH3:19])=[C:6]([NH:8][C:9](=[O:17])[CH2:10][N:11]4[CH2:16][CH2:15][O:14][CH2:13][CH2:12]4)[CH:7]=3)=[O:35])=[CH:30][CH:29]=2)[CH:25]=[CH:26][CH:27]=1)#[N:21].